The task is: Predict which catalyst facilitates the given reaction.. This data is from Catalyst prediction with 721,799 reactions and 888 catalyst types from USPTO. Reactant: C([O-])(=O)C.[NH4+].COC(C)(C)C.[NH2:12][CH:13]([C:21]1[CH:26]=[CH:25][CH:24]=[CH:23][CH:22]=1)[CH2:14][C:15]([O:17]CCC)=[O:16]. Product: [NH2:12][C@H:13]([C:21]1[CH:26]=[CH:25][CH:24]=[CH:23][CH:22]=1)[CH2:14][C:15]([OH:17])=[O:16]. The catalyst class is: 21.